This data is from Catalyst prediction with 721,799 reactions and 888 catalyst types from USPTO. The task is: Predict which catalyst facilitates the given reaction. (1) Reactant: [F:1][C:2]([F:25])([F:24])[CH2:3][NH:4][C:5]([C:7]1[CH:12]=[CH:11][C:10]([C:13]([F:16])([F:15])[F:14])=[CH:9][C:8]=1/[CH:17]=[CH:18]/[C:19]([O:21]CC)=[O:20])=[O:6].[OH-].[Na+].Cl. Product: [O:6]=[C:5]1[C:7]2[C:8](=[CH:9][C:10]([C:13]([F:16])([F:15])[F:14])=[CH:11][CH:12]=2)[CH:17]([CH2:18][C:19]([OH:21])=[O:20])[N:4]1[CH2:3][C:2]([F:25])([F:24])[F:1]. The catalyst class is: 5. (2) Reactant: [H-].[Na+].[N+:3]([C:6]1[CH:7]=[C:8]([C:12]2[N:13]=[CH:14][NH:15][CH:16]=2)[CH:9]=[CH:10][CH:11]=1)([O-:5])=[O:4].[CH:17]1([N:22]([CH3:26])[C:23](Cl)=[O:24])[CH2:21][CH2:20][CH2:19][CH2:18]1.O. Product: [CH:17]1([N:22]([CH3:26])[C:23]([N:15]2[CH:16]=[C:12]([C:8]3[CH:9]=[CH:10][CH:11]=[C:6]([N+:3]([O-:5])=[O:4])[CH:7]=3)[N:13]=[CH:14]2)=[O:24])[CH2:21][CH2:20][CH2:19][CH2:18]1. The catalyst class is: 1. (3) Reactant: [Cl:1][C:2]1[CH:7]=[CH:6][C:5]([N:8]2[CH2:13][CH2:12][O:11][CH2:10][CH2:9]2)=[C:4]([CH2:14][N:15]2[CH2:20][CH2:19][NH:18][CH2:17][CH2:16]2)[CH:3]=1.[C:21](=O)([O:30]N1C(=O)CCC1=O)[O:22][N:23]1[C:27](=[O:28])[CH2:26][CH2:25][C:24]1=[O:29].ClCCl.C(N(CC)C(C)C)(C)C. The catalyst class is: 6. Product: [Cl:1][C:2]1[CH:7]=[CH:6][C:5]([N:8]2[CH2:13][CH2:12][O:11][CH2:10][CH2:9]2)=[C:4]([CH2:14][N:15]2[CH2:16][CH2:17][N:18]([C:21]([O:22][N:23]3[C:27](=[O:28])[CH2:26][CH2:25][C:24]3=[O:29])=[O:30])[CH2:19][CH2:20]2)[CH:3]=1. (4) Reactant: [O:1]1[CH2:5][CH2:4][O:3][CH:2]1[C:6]1[S:7][CH:8]=[CH:9][N:10]=1.CCCCCC.C([Li])CCC.CN(C)[CH:24]=[O:25].C(O)(=O)CC(CC(O)=O)(C(O)=O)O. The catalyst class is: 7. Product: [O:1]1[CH2:5][CH2:4][O:3][CH:2]1[C:6]1[S:7][C:8]([CH:24]=[O:25])=[CH:9][N:10]=1. (5) Reactant: [F:1][C@@H:2]1[CH2:6][CH2:5][NH:4][CH2:3]1.F[C:8]1[CH:15]=[CH:14][C:13]([C:16]2[N:21]=[C:20]([NH:22][C:23]3[CH:28]=[CH:27][C:26]([N:29]4[CH2:34][CH2:33][N:32]([CH:35]5[CH2:38][O:37][CH2:36]5)[CH2:31][CH2:30]4)=[CH:25][CH:24]=3)[N:19]=[CH:18][N:17]=2)=[CH:12][C:9]=1[C:10]#[N:11].CCN(C(C)C)C(C)C. Product: [F:1][C@@H:2]1[CH2:6][CH2:5][N:4]([C:8]2[CH:15]=[CH:14][C:13]([C:16]3[N:21]=[C:20]([NH:22][C:23]4[CH:24]=[CH:25][C:26]([N:29]5[CH2:34][CH2:33][N:32]([CH:35]6[CH2:38][O:37][CH2:36]6)[CH2:31][CH2:30]5)=[CH:27][CH:28]=4)[N:19]=[CH:18][N:17]=3)=[CH:12][C:9]=2[C:10]#[N:11])[CH2:3]1. The catalyst class is: 41. (6) Reactant: Br[C:2]1[CH:14]=[CH:13][C:5]2[NH:6][C:7](=[O:12])[O:8][C:9]([CH3:11])([CH3:10])[C:4]=2[CH:3]=1.[Cl:15][C:16]1[CH:17]=[C:18](B(O)O)[CH:19]=[CH:20][CH:21]=1.C(=O)([O-])[O-].[Na+].[Na+]. Product: [Cl:15][C:16]1[CH:21]=[C:20]([C:2]2[CH:14]=[CH:13][C:5]3[NH:6][C:7](=[O:12])[O:8][C:9]([CH3:11])([CH3:10])[C:4]=3[CH:3]=2)[CH:19]=[CH:18][CH:17]=1. The catalyst class is: 659. (7) Reactant: I([O-])(=O)(=O)=O.[Na+].[F:7][CH:8]([F:57])[C:9]([C:44]1[CH:49]=[CH:48][C:47]([C:50]2[CH:55]=[CH:54][C:53]([F:56])=[CH:52][N:51]=2)=[CH:46][CH:45]=1)([OH:43])[CH2:10][C:11]1[N:12]([C:24]([C:37]2[CH:42]=[CH:41][CH:40]=[CH:39][CH:38]=2)([C:31]2[CH:36]=[CH:35][CH:34]=[CH:33][CH:32]=2)[C:25]2[CH:30]=[CH:29][CH:28]=[CH:27][CH:26]=2)[CH:13]=[C:14]([CH2:16][C:17]([CH3:23])([CH3:22])[CH:18]([OH:21])CO)[N:15]=1. Product: [F:57][CH:8]([F:7])[C:9]([C:44]1[CH:45]=[CH:46][C:47]([C:50]2[CH:55]=[CH:54][C:53]([F:56])=[CH:52][N:51]=2)=[CH:48][CH:49]=1)([OH:43])[CH2:10][C:11]1[N:12]([C:24]([C:31]2[CH:36]=[CH:35][CH:34]=[CH:33][CH:32]=2)([C:37]2[CH:42]=[CH:41][CH:40]=[CH:39][CH:38]=2)[C:25]2[CH:26]=[CH:27][CH:28]=[CH:29][CH:30]=2)[CH:13]=[C:14]([CH2:16][C:17]([CH3:23])([CH3:22])[CH:18]=[O:21])[N:15]=1. The catalyst class is: 30.